Dataset: Full USPTO retrosynthesis dataset with 1.9M reactions from patents (1976-2016). Task: Predict the reactants needed to synthesize the given product. (1) Given the product [C:1]([O-:8])(=[O:7])[CH2:2][CH2:3][C:4]([O-:6])=[O:5].[NH4+:9].[NH4+:9], predict the reactants needed to synthesize it. The reactants are: [C:1]([OH:8])(=[O:7])[CH2:2][CH2:3][C:4]([OH:6])=[O:5].[NH3:9].[Ca]. (2) Given the product [F:55][C:56]([F:60])([F:59])[CH2:57][NH:58][C:19]([CH2:18][NH:17][C:15](=[O:16])[OH:14])=[O:21], predict the reactants needed to synthesize it. The reactants are: CCN(C(C)C)C(C)C.C([O:14][C:15]([NH:17][CH2:18][C:19]([OH:21])=O)=[O:16])(C)(C)C.C1CN([P+](ON2N=NC3C=CC=CC2=3)(N2CCCC2)N2CCCC2)CC1.F[P-](F)(F)(F)(F)F.[F:55][C:56]([F:60])([F:59])[CH2:57][NH2:58]. (3) Given the product [Cl:17][C:18]1[C:19]([C:2]2[S:6][C:5]([C:7]([NH:9][C:10]3[CH:15]=[CH:14][CH:13]=[CH:12][C:11]=3[Cl:16])=[O:8])=[CH:4][CH:3]=2)=[CH:20][C:21]2[O:25][C:24]([CH3:26])=[N:23][C:22]=2[CH:27]=1, predict the reactants needed to synthesize it. The reactants are: Br[C:2]1[S:6][C:5]([C:7]([NH:9][C:10]2[CH:15]=[CH:14][CH:13]=[CH:12][C:11]=2[Cl:16])=[O:8])=[CH:4][CH:3]=1.[Cl:17][C:18]1[C:19](B2OC(C)(C)C(C)(C)O2)=[CH:20][C:21]2[O:25][C:24]([CH3:26])=[N:23][C:22]=2[CH:27]=1.C(=O)([O-])[O-].[Na+].[Na+].CC(=O)OCC.[Cl-].[Na+].O. (4) Given the product [CH3:1][O:2][C:3](=[O:26])[CH2:4][C@H:5]1[C:9]2[CH:10]=[CH:11][C:12]([O:14][C@H:15]3[C:23]4[C:18](=[C:19]([O:25][C:28]5[CH:33]=[CH:32][CH:31]=[CH:30][N:29]=5)[CH:20]=[CH:21][C:22]=4[F:24])[CH2:17][CH2:16]3)=[CH:13][C:8]=2[O:7][CH2:6]1, predict the reactants needed to synthesize it. The reactants are: [CH3:1][O:2][C:3](=[O:26])[CH2:4][C@H:5]1[C:9]2[CH:10]=[CH:11][C:12]([O:14][C@H:15]3[C:23]4[C:18](=[C:19]([OH:25])[CH:20]=[CH:21][C:22]=4[F:24])[CH2:17][CH2:16]3)=[CH:13][C:8]=2[O:7][CH2:6]1.F[C:28]1[CH:33]=[CH:32][CH:31]=[CH:30][N:29]=1.C([O-])([O-])=O.[Cs+].[Cs+].CN(C)C=O. (5) Given the product [NH2:15][C:12]1[CH:13]=[CH:14][C:9]([S:7]([CH3:18])(=[N:6][C:4]([O:3][CH2:1][CH3:2])=[O:5])=[O:8])=[CH:10][CH:11]=1, predict the reactants needed to synthesize it. The reactants are: [CH2:1]([O:3][C:4]([N:6]=[S:7]([CH3:18])([C:9]1[CH:14]=[CH:13][C:12]([N+:15]([O-])=O)=[CH:11][CH:10]=1)=[O:8])=[O:5])[CH3:2].[OH-].[Na+].O.C(OCC)(=O)C.